Task: Predict the reaction yield, written as a fraction of the theoretical maximum amount of product (1.0 means a 100% yield; for example, 0.34 means a 34% yield).. Dataset: Reaction yield outcomes from USPTO patents with 853,638 reactions (1) The reactants are [C:1]([C:5]1[CH:6]=[C:7]([NH2:18])[N:8]([C:10]2[CH:15]=[CH:14][C:13]([O:16]C)=[CH:12][CH:11]=2)[N:9]=1)([CH3:4])([CH3:3])[CH3:2].[Cl-].[Cl-].[Cl-].[Al+3].C(OCC)(=O)C. The catalyst is C(Cl)Cl. The product is [NH2:18][C:7]1[N:8]([C:10]2[CH:15]=[CH:14][C:13]([OH:16])=[CH:12][CH:11]=2)[N:9]=[C:5]([C:1]([CH3:4])([CH3:3])[CH3:2])[CH:6]=1. The yield is 0.540. (2) The reactants are CC1C=CC(S(OCC2CC3C(C4C=CC=CC=4)=CC=CC=3O2)(=O)=O)=CC=1.[N-]=[N+]=[N-].[Na+].[C:32]1([C:38]2[C:43]3[CH2:44][CH:45]([CH2:47][N:48]=[N+]=[N-])[O:46][C:42]=3[CH:41]=[CH:40][CH:39]=2)[CH:37]=[CH:36][CH:35]=[CH:34][CH:33]=1.[N-]=[N+]=[N-].Cl. The catalyst is C(O)C.[Pd].C(O)(C)C. The product is [C:32]1([C:38]2[C:43]3[CH2:44][CH:45]([CH2:47][NH2:48])[O:46][C:42]=3[CH:41]=[CH:40][CH:39]=2)[CH:33]=[CH:34][CH:35]=[CH:36][CH:37]=1. The yield is 0.940. (3) The reactants are Br.[Cl:2][C:3]1[C:11]2[C:10]([NH:12][C@@H:13]3[CH2:18][CH2:17][C@H:16]([CH3:19])[NH:15][CH2:14]3)=[N:9][CH:8]=[N:7][C:6]=2[NH:5][CH:4]=1.CCN(C(C)C)C(C)C.[C:29](Cl)(=[O:32])[CH:30]=[CH2:31].O. The catalyst is C(Cl)Cl. The yield is 0.210. The product is [Cl:2][C:3]1[C:11]2[C:10]([NH:12][C@H:13]3[CH2:14][N:15]([C:29](=[O:32])[CH:30]=[CH2:31])[C@@H:16]([CH3:19])[CH2:17][CH2:18]3)=[N:9][CH:8]=[N:7][C:6]=2[NH:5][CH:4]=1. (4) The reactants are [Cl-].[Al+3].[Cl-].[Cl-].NC(N)=S.C[O:10][C:11]1[CH:16]=[CH:15][C:14]([N+:17]([O-:19])=[O:18])=[CH:13][CH:12]=1.Cl. No catalyst specified. The product is [OH:10][C:11]1[CH:16]=[CH:15][C:14]([N+:17]([O-:19])=[O:18])=[CH:13][CH:12]=1. The yield is 0.812. (5) The reactants are [CH2:1]([N:8]1[CH2:12][CH2:11][N:10]([C:13]2[S:14][C:15]([C:19]([OH:21])=O)=[C:16]([CH3:18])[N:17]=2)[C:9]1=[O:22])[C:2]1[CH:7]=[CH:6][CH:5]=CC=1.C1(CCN2CCN(C3SC(C(O)=O)=C(C)N=3)C2=O)CC1.[NH2:43][CH2:44][C:45]1[CH:46]=[N:47][CH:48]=[CH:49][CH:50]=1. No catalyst specified. The product is [CH:7]1([CH2:2][CH2:1][N:8]2[CH2:12][CH2:11][N:10]([C:13]3[S:14][C:15]([C:19]([NH:43][CH2:44][C:45]4[CH:46]=[N:47][CH:48]=[CH:49][CH:50]=4)=[O:21])=[C:16]([CH3:18])[N:17]=3)[C:9]2=[O:22])[CH2:6][CH2:5]1. The yield is 0.400.